Dataset: Full USPTO retrosynthesis dataset with 1.9M reactions from patents (1976-2016). Task: Predict the reactants needed to synthesize the given product. (1) Given the product [Cl:1][C:2]1[CH:3]=[C:4]([N:27]2[C:32](=[O:33])[NH:31][C:30](=[O:34])[CH:29]=[N:28]2)[CH:5]=[C:6]([Cl:26])[C:7]=1[O:8][C:9]1[CH:14]=[CH:13][C:12]([OH:15])=[C:11]([S:17]([N:20]2[CH2:21][CH2:22][CH2:23][CH2:24][CH2:25]2)(=[O:18])=[O:19])[CH:10]=1, predict the reactants needed to synthesize it. The reactants are: [Cl:1][C:2]1[CH:3]=[C:4]([N:27]2[C:32](=[O:33])[NH:31][C:30](=[O:34])[CH:29]=[N:28]2)[CH:5]=[C:6]([Cl:26])[C:7]=1[O:8][C:9]1[CH:14]=[CH:13][C:12]([O:15]C)=[C:11]([S:17]([N:20]2[CH2:25][CH2:24][CH2:23][CH2:22][CH2:21]2)(=[O:19])=[O:18])[CH:10]=1.B(Br)(Br)Br. (2) Given the product [Cl:15][C:7]1[C:2]([F:1])=[CH:3][C:4]([OH:11])=[C:5]([C:8](=[O:10])[CH3:9])[CH:6]=1.[Cl:15][C:3]1[C:4]([OH:11])=[C:5]([C:8](=[O:10])[CH3:9])[CH:6]=[CH:7][C:2]=1[F:1], predict the reactants needed to synthesize it. The reactants are: [F:1][C:2]1[CH:7]=[CH:6][C:5]([C:8](=[O:10])[CH3:9])=[C:4]([OH:11])[CH:3]=1.S(Cl)([Cl:15])(=O)=O.O.